The task is: Predict the reactants needed to synthesize the given product.. This data is from Retrosynthesis with 50K atom-mapped reactions and 10 reaction types from USPTO. Given the product CNC(=O)c1ccc(N)c(Sc2ccc(F)cc2F)c1, predict the reactants needed to synthesize it. The reactants are: CNC(=O)c1ccc([N+](=O)[O-])c(Sc2ccc(F)cc2F)c1.